Task: Regression. Given a peptide amino acid sequence and an MHC pseudo amino acid sequence, predict their binding affinity value. This is MHC class I binding data.. Dataset: Peptide-MHC class I binding affinity with 185,985 pairs from IEDB/IMGT (1) The peptide sequence is VLLRKNGNK. The MHC is HLA-A31:01 with pseudo-sequence HLA-A31:01. The binding affinity (normalized) is 0.282. (2) The peptide sequence is LMMTTIGVVL. The MHC is HLA-A02:17 with pseudo-sequence HLA-A02:17. The binding affinity (normalized) is 0.412. (3) The peptide sequence is YTVKYPKL. The MHC is H-2-Kb with pseudo-sequence H-2-Kb. The binding affinity (normalized) is 0.459. (4) The peptide sequence is APQSLDSWWTSL. The MHC is H-2-Ld with pseudo-sequence H-2-Ld. The binding affinity (normalized) is 0.750. (5) The peptide sequence is WPWYVWLGFI. The MHC is HLA-B51:01 with pseudo-sequence HLA-B51:01. The binding affinity (normalized) is 0.139. (6) The peptide sequence is LISLINSLV. The MHC is HLA-A02:02 with pseudo-sequence HLA-A02:02. The binding affinity (normalized) is 1.00. (7) The peptide sequence is IQQLPETYF. The MHC is HLA-A11:01 with pseudo-sequence HLA-A11:01. The binding affinity (normalized) is 0. (8) The peptide sequence is VLRGRHDAA. The MHC is HLA-A02:19 with pseudo-sequence HLA-A02:19. The binding affinity (normalized) is 0.0847.